Dataset: Peptide-MHC class I binding affinity with 185,985 pairs from IEDB/IMGT. Task: Regression. Given a peptide amino acid sequence and an MHC pseudo amino acid sequence, predict their binding affinity value. This is MHC class I binding data. (1) The peptide sequence is KRRRTPKKAKA. The MHC is HLA-B27:05 with pseudo-sequence HLA-B27:05. The binding affinity (normalized) is 0.147. (2) The peptide sequence is RMYGISPWT. The MHC is HLA-B08:01 with pseudo-sequence HLA-B08:01. The binding affinity (normalized) is 0.0847.